This data is from Drug-target binding data from BindingDB using Ki measurements. The task is: Regression. Given a target protein amino acid sequence and a drug SMILES string, predict the binding affinity score between them. We predict pKi (pKi = -log10(Ki in M); higher means stronger inhibition). Dataset: bindingdb_ki. (1) The compound is NC(CCl)P(=O)(O)O. The target protein (P0A6B4) has sequence MQAATVVINRRALRHNLQRLRELAPASKMVAVVKANAYGHGLLETARTLPDADAFGVARLEEALRLRAGGITKPVLLLEGFFDARDLPTISAQHFHTAVHNEEQLAALEEASLDEPVTVWMKLDTGMHRLGVRPEQAEAFYHRLTQCKNVRQPVNIVSHFARADEPKCGATEKQLAIFNTFCEGKPGQRSIAASGGILLWPQSHFDWVRPGIILYGVSPLEDRSTGADFGCQPVMSLTSSLIAVREHKAGEPVGYGGTWVSERDTRLGVVAMGYGDGYPRAAPSGTPVLVNGREVPIVGRVAMDMICVDLGPQAQDKAGDPVILWGEGLPVERIAEMTKVSAYELITRLTSRVAMKYVD. The pKi is 3.4. (2) The target protein (P39069) has sequence MEDKLKKAKIIFVVGGPGSGKGTQCEKIVQKYGYTHLSTGDLLRAEVSSGSSRGKMLSSIMEKGELVPLETVLDMLRDAMLAKVDSSNGFLIDGYPREVKQGEEFERKIAQPTLLLYVDAGPETMTQRLLKRGETSGRVDDNEETIKKRLETYYKATEPVISFYDKRGIVRKVNAEGSVDTVFSQVCTYLDSLK. The drug is C[C@H](OP(=O)(O)OP(=O)(O)OP(=O)(O)O)[C@H]1OC(n2cnc3c(N)ncnc32)[C@H](O)[C@@H]1O. The pKi is 2.7. (3) The compound is CN(C)c1ccc([C@H]2CC3CCC2N3)cn1. The target protein sequence is MDYTASCLIFFFIAAGPVFSSDHETRLIGDLFANYNKVVRPVETYKDQVVVTVGLQLIQLINVDEVNQIVSTNIRLKQQWVDVNLKWDPAKYGGVKKLRIPSSEVWCPDLVLYNNADGDFAISKDTKILLEHTGKITWTPPAIFKSYCEIIVTHFPFDQQNCSMKFGTWTYDGTLVVINPDRDRPDLSNFMASGEWMMKDYRCWKHWVYYTCCPDKPYLDITYHFVLQRLPLYFIVNVIIPCLLFSFLTGLVFYLPTDSGEKMTLSISVLLSLTVFLLVIVELIPSTSSAVPLIGKYMLFTMVFVIASIIITVIVINTHHRSPSTHTMPPWVRKIFIDTIPNIMFFSTMKRPSQEKQPQTTFAEEMDISDISGKLGPAAVTYQSPALKNPDVKSAIEGIKYIAETMKSDQESNKASEEWKFVAMVLDHILLAVFMTVCVIGTLAVFAGRIIEMNMQD. The pKi is 7.0.